Dataset: TCR-epitope binding with 47,182 pairs between 192 epitopes and 23,139 TCRs. Task: Binary Classification. Given a T-cell receptor sequence (or CDR3 region) and an epitope sequence, predict whether binding occurs between them. The epitope is IQYIDIGNY. The TCR CDR3 sequence is CASSSGQRNEKLFF. Result: 0 (the TCR does not bind to the epitope).